From a dataset of Forward reaction prediction with 1.9M reactions from USPTO patents (1976-2016). Predict the product of the given reaction. (1) Given the reactants [Cl:1][C:2]1[CH:7]=[CH:6][CH:5]=[C:4]([Cl:8])[C:3]=1[NH:9][C:10]([NH:12][C:13]1[S:14][C:15]([CH2:25][C:26]2[CH:31]=[CH:30][CH:29]=[CH:28][CH:27]=2)=[CH:16][C:17]=1[C:18]([O:20]C(C)(C)C)=[O:19])=[O:11].C(O)(C(F)(F)F)=O, predict the reaction product. The product is: [Cl:1][C:2]1[CH:7]=[CH:6][CH:5]=[C:4]([Cl:8])[C:3]=1[NH:9][C:10]([NH:12][C:13]1[S:14][C:15]([CH2:25][C:26]2[CH:31]=[CH:30][CH:29]=[CH:28][CH:27]=2)=[CH:16][C:17]=1[C:18]([OH:20])=[O:19])=[O:11]. (2) Given the reactants [OH:1][C:2]1[CH:7]=[CH:6][C:5]([CH:8]=[CH:9][C:10]([C:12]2[CH:17]=[CH:16][C:15]([OH:18])=[CH:14][CH:13]=2)=[O:11])=[CH:4][C:3]=1[O:19][CH3:20].O, predict the reaction product. The product is: [OH:1][C:2]1[CH:7]=[CH:6][C:5]([CH2:8][CH2:9][C:10]([C:12]2[CH:17]=[CH:16][C:15]([OH:18])=[CH:14][CH:13]=2)=[O:11])=[CH:4][C:3]=1[O:19][CH3:20]. (3) Given the reactants [CH3:1][O:2][C:3](=[O:29])[C:4]([CH3:28])([CH3:27])/[CH:5]=[CH:6]/[C:7]1[CH:16]=[C:15]2[C:10]([CH:11]=[CH:12][C:13]([C@H:17]([N:19]([CH3:26])[S@@](C(C)(C)C)=O)[CH3:18])=[N:14]2)=[CH:9][CH:8]=1.[ClH:30], predict the reaction product. The product is: [ClH:30].[CH3:1][O:2][C:3](=[O:29])[C:4]([CH3:28])([CH3:27])/[CH:5]=[CH:6]/[C:7]1[CH:16]=[C:15]2[C:10]([CH:11]=[CH:12][C:13]([C@H:17]([NH:19][CH3:26])[CH3:18])=[N:14]2)=[CH:9][CH:8]=1.